Dataset: Reaction yield outcomes from USPTO patents with 853,638 reactions. Task: Predict the reaction yield, written as a fraction of the theoretical maximum amount of product (1.0 means a 100% yield; for example, 0.34 means a 34% yield). (1) The reactants are [CH2:1]1[C:6]2[NH:7][C:8]3[C:13]([C:5]=2[CH2:4][CH2:3][NH:2]1)=[CH:12][CH:11]=[CH:10][CH:9]=3.[Cl:14][C:15]1[CH:20]=[CH:19][C:18]([N:21]=[C:22]=[S:23])=[CH:17][CH:16]=1. No catalyst specified. The product is [Cl:14][C:15]1[CH:20]=[CH:19][C:18]([NH:21][C:22]([N:2]2[CH2:3][CH2:4][C:5]3[C:13]4[C:8](=[CH:9][CH:10]=[CH:11][CH:12]=4)[NH:7][C:6]=3[CH2:1]2)=[S:23])=[CH:17][CH:16]=1. The yield is 1.00. (2) The reactants are [Cl:1][C:2]1[CH:3]=[C:4]([CH:19]=[CH:20][C:21]=1[Cl:22])[CH2:5][CH:6]1[C:15]2[C:10](=[CH:11][CH:12]=[C:13]([O:16][CH3:17])[CH:14]=2)[CH2:9][CH2:8][C:7]1=O.[NH:23]1[CH2:27][CH2:26][CH2:25][CH2:24]1.CO.C#N.[Na]. The catalyst is C1(C)C=CC=CC=1.O.C1(C)C=CC(S(O)(=O)=O)=CC=1.O. The product is [Cl:1][C:2]1[CH:3]=[C:4]([CH:19]=[CH:20][C:21]=1[Cl:22])[CH2:5][CH:6]1[C:15]2[C:10](=[CH:11][CH:12]=[C:13]([O:16][CH3:17])[CH:14]=2)[CH2:9][CH2:8][CH:7]1[N:23]1[CH2:27][CH2:26][CH2:25][CH2:24]1. The yield is 0.250. (3) The reactants are CC1C=C(N2CCN(CCOC3C=CC=CC=3)C2=O)SC=1C(O)=O.[F:25][C:26]1[CH:47]=[CH:46][C:29]([CH2:30][N:31]2[CH2:35][CH2:34][N:33]([C:36]3[S:40][C:39]([C:41]([OH:43])=O)=[C:38]([CH3:44])[CH:37]=3)[C:32]2=[O:45])=[CH:28][CH:27]=1.[Cl-].[N:49]1[C:58]2[C:53](=[CH:54][CH:55]=[CH:56][CH:57]=2)[CH:52]=[C:51]([CH2:59][NH3+:60])[CH:50]=1. No catalyst specified. The product is [F:25][C:26]1[CH:47]=[CH:46][C:29]([CH2:30][N:31]2[CH2:35][CH2:34][N:33]([C:36]3[S:40][C:39]([C:41]([NH:60][CH2:59][C:51]4[CH:50]=[N:49][C:58]5[C:53]([CH:52]=4)=[CH:54][CH:55]=[CH:56][CH:57]=5)=[O:43])=[C:38]([CH3:44])[CH:37]=3)[C:32]2=[O:45])=[CH:28][CH:27]=1. The yield is 0.500. (4) The product is [S:1]1[C:5]2[CH:6]=[C:7]([N:10]3[C:14]([NH:15][C:25](=[O:26])[O:27][CH2:28][C:29]([Cl:32])([Cl:31])[Cl:30])=[CH:13][C:12]([CH:16]([CH3:18])[CH3:17])=[N:11]3)[CH:8]=[CH:9][C:4]=2[N:3]=[CH:2]1. The reactants are [S:1]1[C:5]2[CH:6]=[C:7]([N:10]3[C:14]([NH2:15])=[CH:13][C:12]([CH:16]([CH3:18])[CH3:17])=[N:11]3)[CH:8]=[CH:9][C:4]=2[N:3]=[CH:2]1.N1C=CC=CC=1.[C:25](Cl)([O:27][CH2:28][C:29]([Cl:32])([Cl:31])[Cl:30])=[O:26]. The yield is 0.230. The catalyst is C(Cl)Cl. (5) The reactants are [C:1]12([OH:12])[CH2:10][CH:5]3[CH2:6][CH:7]([CH2:9][C:3]([OH:11])([CH2:4]3)[CH2:2]1)[CH2:8]2.[F:13][C:14]([F:31])([C:18]([F:30])([F:29])[C:19]([F:28])([F:27])[C:20]([F:26])([F:25])[C:21]([F:24])([F:23])[F:22])[C:15](O)=[O:16].C1(C)C=CC=CC=1. The catalyst is O.C1(C)C=CC(S(O)(=O)=O)=CC=1.O. The product is [F:13][C:14]([F:31])([C:18]([F:29])([F:30])[C:19]([F:27])([F:28])[C:20]([F:25])([F:26])[C:21]([F:24])([F:23])[F:22])[C:15]([O:12][C:1]12[CH2:10][CH:5]3[CH2:6][CH:7]([CH2:9][C:3]([OH:11])([CH2:4]3)[CH2:2]1)[CH2:8]2)=[O:16]. The yield is 0.880. (6) The catalyst is O1CCCC1. The product is [CH:11]1([CH:9]([C:6]2[CH:7]=[N:17][C:3]([S:2][CH3:1])=[N:4][CH:5]=2)[OH:10])[CH2:13][CH2:12]1. The yield is 0.320. The reactants are [CH3:1][S:2][C:3]1C=[CH:7][C:6]([CH:9]=[O:10])=[CH:5][N:4]=1.[CH:11]1([Mg]Br)[CH2:13][CH2:12]1.[Cl-].[NH4+:17]. (7) The reactants are [Cl:1][C:2]1[CH:3]=[C:4]([C:9]23[CH2:14][CH:13]2[C:12](=[O:15])[NH:11][C:10]3=[O:16])[CH:5]=[CH:6][C:7]=1[Cl:8].[H-].[Na+].Br[CH2:20][CH2:21][CH2:22][CH3:23].C(OCC)(=O)C. The catalyst is CN(C)C=O. The product is [CH2:20]([N:11]1[C:12](=[O:15])[CH:13]2[C:9]([C:4]3[CH:5]=[CH:6][C:7]([Cl:8])=[C:2]([Cl:1])[CH:3]=3)([CH2:14]2)[C:10]1=[O:16])[CH2:21][CH2:22][CH3:23]. The yield is 0.810.